Predict the product of the given reaction. From a dataset of Forward reaction prediction with 1.9M reactions from USPTO patents (1976-2016). (1) Given the reactants Cl.[NH2:2][C@@H:3]([CH2:24][CH:25]1[CH2:30][CH2:29][CH2:28][CH2:27][CH2:26]1)[C:4]([NH:6][C@H:7]1[CH2:13][CH2:12][CH2:11][N:10]([S:14]([C:17]2[CH:22]=[CH:21][CH:20]=[CH:19][N:18]=2)(=[O:16])=[O:15])[CH2:9][C@@H:8]1[OH:23])=[O:5].[CH3:31][C:32]1[S:33][CH:34]=[C:35]([C:37](O)=[O:38])[N:36]=1.CC(OI1(OC(C)=O)(OC(C)=O)OC(=O)C2C=CC=CC1=2)=O, predict the reaction product. The product is: [CH:25]1([CH2:24][C@H:3]([NH:2][C:37]([C:35]2[N:36]=[C:32]([CH3:31])[S:33][CH:34]=2)=[O:38])[C:4](=[O:5])[NH:6][C@H:7]2[CH2:13][CH2:12][CH2:11][N:10]([S:14]([C:17]3[CH:22]=[CH:21][CH:20]=[CH:19][N:18]=3)(=[O:15])=[O:16])[CH2:9][C:8]2=[O:23])[CH2:30][CH2:29][CH2:28][CH2:27][CH2:26]1. (2) Given the reactants [CH3:1][N:2]1[C:10]([C:11]([OH:13])=O)=[N:9][C:8]2[C:3]1=[N:4][CH:5]=[N:6][C:7]=2[N:14]1[CH2:19][CH2:18][CH:17]([N:20]2[C:24]3[CH:25]=[CH:26][CH:27]=[CH:28][C:23]=3[NH:22][C:21]2=[O:29])[CH2:16][CH2:15]1.C(N(C(C)C)CC)(C)C.F[P-](F)(F)(F)(F)F.Br[P+]([N:58]1[CH2:62][CH2:61][CH2:60][CH2:59]1)([N:58]1[CH2:62][CH2:61][CH2:60][CH2:59]1)[N:58]1[CH2:62][CH2:61][CH2:60][CH2:59]1, predict the reaction product. The product is: [CH:61]1([CH2:62][NH:58][C:11]([C:10]2[N:2]([CH3:1])[C:3]3[C:8]([N:9]=2)=[C:7]([N:14]2[CH2:15][CH2:16][CH:17]([N:20]4[C:24]5[CH:25]=[CH:26][CH:27]=[CH:28][C:23]=5[NH:22][C:21]4=[O:29])[CH2:18][CH2:19]2)[N:6]=[CH:5][N:4]=3)=[O:13])[CH2:59][CH2:60]1. (3) Given the reactants [C:1]([C:5]1[CH:9]=[C:8]([NH:10][C:11]([NH:13][C:14]2[CH:19]=[CH:18][CH:17]=[C:16]([C:20]#[N:21])[CH:15]=2)=[O:12])[N:7]([C:22]2[CH:31]=[C:30]3[C:25]([CH2:26][CH2:27][N:28](C(OC(C)(C)C)=O)[CH2:29]3)=[CH:24][CH:23]=2)[N:6]=1)([CH3:4])([CH3:3])[CH3:2].Cl.CCOC(C)=O, predict the reaction product. The product is: [C:1]([C:5]1[CH:9]=[C:8]([NH:10][C:11]([NH:13][C:14]2[CH:19]=[CH:18][CH:17]=[C:16]([C:20]#[N:21])[CH:15]=2)=[O:12])[N:7]([C:22]2[CH:31]=[C:30]3[C:25]([CH2:26][CH2:27][NH:28][CH2:29]3)=[CH:24][CH:23]=2)[N:6]=1)([CH3:4])([CH3:2])[CH3:3]. (4) Given the reactants [C:1]1([C:7]2[C:15]3[C:10](=[CH:11][CH:12]=[CH:13][CH:14]=3)[NH:9][N:8]=2)[CH:6]=[CH:5][CH:4]=[CH:3][CH:2]=1.P([O-])([O-])([O-])=O.[K+].[K+].[K+].CN(C)[C@H]1CCCC[C@@H]1N.Br[C:35]1[S:36][CH:37]=[C:38]([C:40]([O:42][CH2:43][CH3:44])=[O:41])[N:39]=1, predict the reaction product. The product is: [C:1]1([C:7]2[C:15]3[C:10](=[CH:11][CH:12]=[CH:13][CH:14]=3)[N:9]([C:35]3[S:36][CH:37]=[C:38]([C:40]([O:42][CH2:43][CH3:44])=[O:41])[N:39]=3)[N:8]=2)[CH:2]=[CH:3][CH:4]=[CH:5][CH:6]=1. (5) Given the reactants [F:1][C:2]([F:13])([F:12])[C:3]1[CH:11]=[CH:10]C(C(O)=O)=CN=1.[C:14](Cl)(=[O:18])[C:15](Cl)=O.[F:20][C:21]([F:34])([F:33])[C:22]1[NH:23][C:24]2[C:29]([CH:30]=1)=[CH:28][C:27]([CH2:31][NH2:32])=[CH:26][CH:25]=2.[CH2:35]([N:37](CC)CC)C, predict the reaction product. The product is: [F:34][C:21]([F:20])([F:33])[C:22]1[NH:23][C:24]2[C:29]([CH:30]=1)=[CH:28][C:27]([CH2:31][NH:32][C:14]([C:15]1[CH:10]=[CH:11][C:3]([C:2]([F:1])([F:12])[F:13])=[CH:35][N:37]=1)=[O:18])=[CH:26][CH:25]=2. (6) Given the reactants C(OC([N:8]1[CH2:13][CH2:12][N:11]([C:14]2[CH:15]=[N:16][C:17]([NH:20][C:21]3[N:22]=[CH:23][C:24]4[CH:30]=[C:29]([CH2:31][CH3:32])[C:28](=[O:33])[N:27]([CH:34]5[CH2:38][CH2:37][CH2:36][CH2:35]5)[C:25]=4[N:26]=3)=[CH:18][CH:19]=2)[CH2:10][CH2:9]1)=O)(C)(C)C.C(Cl)(Cl)[Cl:40].CO, predict the reaction product. The product is: [ClH:40].[CH:34]1([N:27]2[C:25]3[N:26]=[C:21]([NH:20][C:17]4[CH:18]=[CH:19][C:14]([N:11]5[CH2:10][CH2:9][NH:8][CH2:13][CH2:12]5)=[CH:15][N:16]=4)[N:22]=[CH:23][C:24]=3[CH:30]=[C:29]([CH2:31][CH3:32])[C:28]2=[O:33])[CH2:38][CH2:37][CH2:36][CH2:35]1. (7) The product is: [NH2:5][CH2:4][CH:6]([C:7]1([OH:13])[CH2:12][CH2:11][CH2:10][CH2:9][CH2:8]1)[C:14]1[CH:15]=[CH:16][C:17]([O:20][CH3:21])=[CH:18][CH:19]=1. Given the reactants CO.N.[C:4]([CH:6]([C:14]1[CH:19]=[CH:18][C:17]([O:20][CH3:21])=[CH:16][CH:15]=1)[C:7]1([OH:13])[CH2:12][CH2:11][CH2:10][CH2:9][CH2:8]1)#[N:5], predict the reaction product.